From a dataset of Peptide-MHC class II binding affinity with 134,281 pairs from IEDB. Regression. Given a peptide amino acid sequence and an MHC pseudo amino acid sequence, predict their binding affinity value. This is MHC class II binding data. (1) The peptide sequence is GRGSGSSFEIKSTKPEASSG. The MHC is DRB1_0901 with pseudo-sequence DRB1_0901. The binding affinity (normalized) is 0.408. (2) The peptide sequence is IFSGNMNIKLKMPMY. The MHC is DRB1_0802 with pseudo-sequence DRB1_0802. The binding affinity (normalized) is 0.222. (3) The peptide sequence is MALFQPAGKQYIHCF. The MHC is DRB1_0101 with pseudo-sequence DRB1_0101. The binding affinity (normalized) is 0.497. (4) The peptide sequence is ISEWQPSKGWNDWEN. The MHC is DRB1_0901 with pseudo-sequence DRB1_0901. The binding affinity (normalized) is 0.523. (5) The peptide sequence is ALLTPGLRCLNLDVYRIL. The MHC is DRB1_0101 with pseudo-sequence DRB1_0101. The binding affinity (normalized) is 0.460. (6) The binding affinity (normalized) is 0.478. The peptide sequence is EMLHGEQVEDMYSIV. The MHC is DRB1_0101 with pseudo-sequence DRB1_0101.